From a dataset of Merck oncology drug combination screen with 23,052 pairs across 39 cell lines. Regression. Given two drug SMILES strings and cell line genomic features, predict the synergy score measuring deviation from expected non-interaction effect. (1) Drug 1: CN(C)C(=N)N=C(N)N. Drug 2: Cn1cc(-c2cnn3c(N)c(Br)c(C4CCCNC4)nc23)cn1. Cell line: COLO320DM. Synergy scores: synergy=3.78. (2) Drug 1: O=C(O)C1(Cc2cccc(Nc3nccs3)n2)CCC(Oc2cccc(Cl)c2F)CC1. Drug 2: Cn1c(=O)n(-c2ccc(C(C)(C)C#N)cc2)c2c3cc(-c4cnc5ccccc5c4)ccc3ncc21. Cell line: UWB1289. Synergy scores: synergy=19.1. (3) Drug 1: O=P1(N(CCCl)CCCl)NCCCO1. Drug 2: N#Cc1ccc(Cn2cncc2CN2CCN(c3cccc(Cl)c3)C(=O)C2)cc1. Cell line: COLO320DM. Synergy scores: synergy=4.29. (4) Drug 1: CN1C(=O)C=CC2(C)C3CCC4(C)C(NC(=O)OCC(F)(F)F)CCC4C3CCC12. Drug 2: CCC1=CC2CN(C1)Cc1c([nH]c3ccccc13)C(C(=O)OC)(c1cc3c(cc1OC)N(C)C1C(O)(C(=O)OC)C(OC(C)=O)C4(CC)C=CCN5CCC31C54)C2. Cell line: LNCAP. Synergy scores: synergy=3.41. (5) Drug 1: CCN(CC)CCNC(=O)c1c(C)[nH]c(C=C2C(=O)Nc3ccc(F)cc32)c1C. Drug 2: CS(=O)(=O)CCNCc1ccc(-c2ccc3ncnc(Nc4ccc(OCc5cccc(F)c5)c(Cl)c4)c3c2)o1. Cell line: ZR751. Synergy scores: synergy=18.9.